From a dataset of Full USPTO retrosynthesis dataset with 1.9M reactions from patents (1976-2016). Predict the reactants needed to synthesize the given product. (1) The reactants are: [F:1][C:2]1[CH:10]=[CH:9][C:5]([C:6]([OH:8])=O)=[CH:4][CH:3]=1.CN(C(ON1N=NC2C=CC=NC1=2)=[N+](C)C)C.F[P-](F)(F)(F)(F)F.CN1CCOCC1.[CH3:42][O:43][C:44]1[C:45]2[N:58]=[C:57]([NH2:59])[S:56][C:46]=2[C:47]([CH:50]2[CH2:55][CH2:54][O:53][CH2:52][CH2:51]2)=[N:48][CH:49]=1. Given the product [F:1][C:2]1[CH:3]=[CH:4][C:5]([C:6]([NH:59][C:57]2[S:56][C:46]3[C:47]([CH:50]4[CH2:55][CH2:54][O:53][CH2:52][CH2:51]4)=[N:48][CH:49]=[C:44]([O:43][CH3:42])[C:45]=3[N:58]=2)=[O:8])=[CH:9][CH:10]=1, predict the reactants needed to synthesize it. (2) Given the product [CH:11]([NH:14][C:2]1[CH:3]=[CH:4][C:5]([N+:8]([O-:10])=[O:9])=[N:6][CH:7]=1)([CH3:13])[CH3:12], predict the reactants needed to synthesize it. The reactants are: Br[C:2]1[CH:3]=[CH:4][C:5]([N+:8]([O-:10])=[O:9])=[N:6][CH:7]=1.[CH:11]([NH2:14])([CH3:13])[CH3:12]. (3) Given the product [Cl:18][C:19]1[CH:20]=[CH:21][C:22]([C:25]2[CH:26]=[CH:27][C:28]([C:31]#[C:32][C:2]3[CH:10]=[CH:9][C:8]4[C:4](=[CH:5][N:6]([CH2:11][CH2:12][N:13]5[CH2:17][CH2:16][CH2:15][CH2:14]5)[N:7]=4)[CH:3]=3)=[N:29][CH:30]=2)=[CH:23][CH:24]=1, predict the reactants needed to synthesize it. The reactants are: I[C:2]1[CH:10]=[CH:9][C:8]2[C:4](=[CH:5][N:6]([CH2:11][CH2:12][N:13]3[CH2:17][CH2:16][CH2:15][CH2:14]3)[N:7]=2)[CH:3]=1.[Cl:18][C:19]1[CH:24]=[CH:23][C:22]([C:25]2[CH:26]=[CH:27][C:28]([C:31]#[CH:32])=[N:29][CH:30]=2)=[CH:21][CH:20]=1. (4) Given the product [CH2:42]([NH:49][C:6](=[O:8])[C:5]1[CH:9]=[CH:10][C:2]([Cl:1])=[N:3][CH:4]=1)[C:43]1[CH:48]=[CH:47][CH:46]=[CH:45][CH:44]=1, predict the reactants needed to synthesize it. The reactants are: [Cl:1][C:2]1[CH:10]=[CH:9][C:5]([C:6]([OH:8])=O)=[CH:4][N:3]=1.CN(C(ON1N=NC2C=CC=NC1=2)=[N+](C)C)C.F[P-](F)(F)(F)(F)F.C(N(CC)CC)C.[CH2:42]([NH2:49])[C:43]1[CH:48]=[CH:47][CH:46]=[CH:45][CH:44]=1. (5) Given the product [C:23]([C:25]1[CH:26]=[CH:27][C:28]([C:32]([NH:2][CH:3]2[CH2:8][CH2:7][N:6]([CH2:9][C@H:10]([OH:11])[C:12]3[C:13]([CH3:22])=[C:14]4[C:18](=[CH:19][CH:20]=3)[C:17](=[O:21])[O:16][CH2:15]4)[CH2:5][CH2:4]2)=[O:33])=[N:29][C:30]=1[CH3:31])#[N:24], predict the reactants needed to synthesize it. The reactants are: Cl.[NH2:2][CH:3]1[CH2:8][CH2:7][N:6]([CH2:9][C@@H:10]([C:12]2[C:13]([CH3:22])=[C:14]3[C:18](=[CH:19][CH:20]=2)[C:17](=[O:21])[O:16][CH2:15]3)[OH:11])[CH2:5][CH2:4]1.[C:23]([C:25]1[CH:26]=[CH:27][C:28]([C:32](O)=[O:33])=[N:29][C:30]=1[CH3:31])#[N:24]. (6) Given the product [O:19]=[S:12]1(=[O:20])[CH2:11][CH2:10][CH:9]([CH:7]([C:2]2[CH:3]=[CH:4][CH:5]=[CH:6][N:1]=2)[OH:8])[CH2:14][CH2:13]1, predict the reactants needed to synthesize it. The reactants are: [N:1]1[CH:6]=[CH:5][CH:4]=[CH:3][C:2]=1[CH:7]([CH:9]1[CH2:14][CH2:13][S:12][CH2:11][CH2:10]1)[OH:8].B1([O-])OO1.[OH2:19].[OH2:20].O.O.[Na+]. (7) Given the product [F:13][C:14]1[CH:15]=[CH:16][C:17]([CH:20]([N:22]2[CH2:27][CH2:26][CH2:25][CH:24]([CH:34]([OH:35])[C:33]3[CH:36]=[CH:37][C:38]([N:39]4[CH:43]=[C:42]([CH3:44])[N:41]=[CH:40]4)=[C:31]([O:30][CH3:29])[CH:32]=3)[C:23]2=[O:28])[CH3:21])=[CH:18][CH:19]=1, predict the reactants needed to synthesize it. The reactants are: C(NC(C)C)(C)C.C([Li])CCC.[F:13][C:14]1[CH:19]=[CH:18][C:17]([CH:20]([N:22]2[CH2:27][CH2:26][CH2:25][CH2:24][C:23]2=[O:28])[CH3:21])=[CH:16][CH:15]=1.[CH3:29][O:30][C:31]1[CH:32]=[C:33]([CH:36]=[CH:37][C:38]=1[N:39]1[CH:43]=[C:42]([CH3:44])[N:41]=[CH:40]1)[CH:34]=[O:35].Cl.